From a dataset of Full USPTO retrosynthesis dataset with 1.9M reactions from patents (1976-2016). Predict the reactants needed to synthesize the given product. (1) The reactants are: Br[CH2:2][C:3]([C:5]1[CH:18]=[CH:17][C:16]2[S:15][C:14]3[C:9](=[CH:10][CH:11]=[CH:12][CH:13]=3)[N:8](C(=O)CCl)[C:7]=2[CH:6]=1)=[O:4].[ClH:23]. Given the product [Cl:23][CH2:2][C:3]([C:5]1[CH:18]=[CH:17][C:16]2[S:15][C:14]3[C:9](=[CH:10][CH:11]=[CH:12][CH:13]=3)[NH:8][C:7]=2[CH:6]=1)=[O:4], predict the reactants needed to synthesize it. (2) The reactants are: [F:1][C:2]1[CH:3]=[C:4]([C:9]2(/[CH:15]=[CH:16]/[C:17]([O:19][CH2:20][CH3:21])=[O:18])[CH2:14][CH2:13][CH2:12][CH2:11][CH2:10]2)[CH:5]=[CH:6][C:7]=1[F:8]. Given the product [F:1][C:2]1[CH:3]=[C:4]([C:9]2([CH2:15][CH2:16][C:17]([O:19][CH2:20][CH3:21])=[O:18])[CH2:14][CH2:13][CH2:12][CH2:11][CH2:10]2)[CH:5]=[CH:6][C:7]=1[F:8], predict the reactants needed to synthesize it. (3) The reactants are: [OH:1][CH2:2][C:3]1[CH:4]=[CH:5][C:6]([NH:10][C:11](=[O:16])[C:12]([CH3:15])([CH3:14])[CH3:13])=[N:7][C:8]=1[CH3:9].I[CH3:18]. Given the product [CH3:18][O:1][CH2:2][C:3]1[CH:4]=[CH:5][C:6]([NH:10][C:11](=[O:16])[C:12]([CH3:13])([CH3:15])[CH3:14])=[N:7][C:8]=1[CH3:9], predict the reactants needed to synthesize it.